This data is from Catalyst prediction with 721,799 reactions and 888 catalyst types from USPTO. The task is: Predict which catalyst facilitates the given reaction. Reactant: [C:1](=O)([O-])[O-].[Na+].[Na+].[CH3:7][O:8][C:9]1[N:10]=[C:11]2[C:20](=[CH:21][CH:22]=1)[N:19]=[CH:18][C:17]1[NH:16][C:15](=[O:23])[CH:14]([C@H:24]3[CH2:29][CH2:28][C@H:27]([N:30]4[C:38](=[O:39])[C:37]5[C:32](=[CH:33][CH:34]=[CH:35][CH:36]=5)[C:31]4=[O:40])[CH2:26][CH2:25]3)[O:13][C:12]2=1.IC.ClCCl. Product: [CH3:7][O:8][C:9]1[N:10]=[C:11]2[C:20](=[CH:21][CH:22]=1)[N:19]=[CH:18][C:17]1[N:16]([CH3:1])[C:15](=[O:23])[CH:14]([C@H:24]3[CH2:29][CH2:28][C@H:27]([N:30]4[C:38](=[O:39])[C:37]5[C:32](=[CH:33][CH:34]=[CH:35][CH:36]=5)[C:31]4=[O:40])[CH2:26][CH2:25]3)[O:13][C:12]2=1. The catalyst class is: 405.